The task is: Predict the reaction yield, written as a fraction of the theoretical maximum amount of product (1.0 means a 100% yield; for example, 0.34 means a 34% yield).. This data is from Reaction yield outcomes from USPTO patents with 853,638 reactions. The reactants are [F:1][C:2]1[CH:3]=[C:4]([C:10]2[C:15]([C:16]3[CH:21]=[CH:20][C:19]([O:22][CH3:23])=[CH:18][CH:17]=3)=[N:14][NH:13][C:12](=[O:24])[CH:11]=2)[CH:5]=[CH:6][C:7]=1[O:8][CH3:9].[CH2:25](Br)[C:26]1[CH:31]=[CH:30][CH:29]=[CH:28][CH:27]=1. No catalyst specified. The product is [CH2:25]([N:13]1[C:12](=[O:24])[CH:11]=[C:10]([C:4]2[CH:5]=[CH:6][C:7]([O:8][CH3:9])=[C:2]([F:1])[CH:3]=2)[C:15]([C:16]2[CH:17]=[CH:18][C:19]([O:22][CH3:23])=[CH:20][CH:21]=2)=[N:14]1)[C:26]1[CH:31]=[CH:30][CH:29]=[CH:28][CH:27]=1. The yield is 0.956.